From a dataset of Full USPTO retrosynthesis dataset with 1.9M reactions from patents (1976-2016). Predict the reactants needed to synthesize the given product. (1) The reactants are: [I:1][C:2]1[CH:7]=[CH:6][C:5]([O:8][CH3:9])=[CH:4][C:3]=1[N+:10]([O-])=O.O.NN. Given the product [I:1][C:2]1[CH:7]=[CH:6][C:5]([O:8][CH3:9])=[CH:4][C:3]=1[NH2:10], predict the reactants needed to synthesize it. (2) The reactants are: [CH2:1]([N:4]([CH3:34])[C:5]([C:7]1[C:8]([O:26][CH2:27][C:28]2[CH:33]=[CH:32][CH:31]=[CH:30][CH:29]=2)=[C:9]2[C:14](=[O:15])[N:13]([CH2:16][C:17]3[CH:22]=[CH:21][C:20]([F:23])=[CH:19][CH:18]=3)[CH2:12][CH2:11][N:10]2[C:24]=1Br)=[O:6])[CH:2]=[CH2:3].C(P(C(C)(C)C)C(C)(C)C)(C)(C)C. Given the product [F:23][C:20]1[CH:21]=[CH:22][C:17]([CH2:16][N:13]2[CH2:12][CH2:11][N:10]3[C:24]4[C:2]([CH3:3])=[CH:1][N:4]([CH3:34])[C:5](=[O:6])[C:7]=4[C:8]([O:26][CH2:27][C:28]4[CH:29]=[CH:30][CH:31]=[CH:32][CH:33]=4)=[C:9]3[C:14]2=[O:15])=[CH:18][CH:19]=1, predict the reactants needed to synthesize it. (3) Given the product [OH:34][C:30]1[CH:29]=[CH:28][CH:27]=[C:26]2[C:31]=1[CH2:32][CH2:33][CH:24]([N:23]([CH2:35][CH2:36][CH3:37])[CH2:22][CH2:21][N:15]1[CH2:20][CH2:19][N:18]([CH2:3][C:4]3[CH:13]=[CH:12][C:11]([OH:14])=[C:10]4[C:5]=3[CH:6]=[CH:7][CH:8]=[N:9]4)[CH2:17][CH2:16]1)[CH2:25]2, predict the reactants needed to synthesize it. The reactants are: Cl.Cl[CH2:3][C:4]1[CH:13]=[CH:12][C:11]([OH:14])=[C:10]2[C:5]=1[CH:6]=[CH:7][CH:8]=[N:9]2.[N:15]1([CH2:21][CH2:22][N:23]([CH2:35][CH2:36][CH3:37])[CH:24]2[CH2:33][CH2:32][C:31]3[C:30]([OH:34])=[CH:29][CH:28]=[CH:27][C:26]=3[CH2:25]2)[CH2:20][CH2:19][NH:18][CH2:17][CH2:16]1. (4) The reactants are: [Br:1][C:2]1[CH:3]=[CH:4][CH:5]=[C:6]2[C:11]=1[N:10]=[C:9](Cl)[N:8]=[CH:7]2.C(=O)([O-])[O-].[Cs+].[Cs+].[C:19]1([OH:25])[CH:24]=[CH:23][CH:22]=[CH:21][CH:20]=1. Given the product [Br:1][C:2]1[CH:3]=[CH:4][CH:5]=[C:6]2[C:11]=1[N:10]=[C:9]([O:25][C:19]1[CH:24]=[CH:23][CH:22]=[CH:21][CH:20]=1)[N:8]=[CH:7]2, predict the reactants needed to synthesize it. (5) The reactants are: COC(C1C(C)=CC(C2C=CC=C(C(F)(F)F)C=2)=CN=1)=O.Cl[C:23]1[N:28]=[C:27]([C:29]([N:31]2[CH2:36][CH2:35][CH:34]([N:37]3[CH2:41][CH2:40][CH2:39][CH2:38]3)[CH2:33][CH2:32]2)=[O:30])[C:26]([CH3:42])=[CH:25][C:24]=1[C:43]1[CH:48]=[CH:47][CH:46]=[C:45]([C:49]([F:52])([F:51])[F:50])[CH:44]=1.[NH2:53][C:54]1[N:59]=[CH:58][C:57](B(O)O)=[CH:56][N:55]=1.C(=O)([O-])[O-].[Na+].[Na+]. Given the product [NH2:53][C:54]1[N:59]=[CH:58][C:57]([C:23]2[N:28]=[C:27]([C:29]([N:31]3[CH2:36][CH2:35][CH:34]([N:37]4[CH2:41][CH2:40][CH2:39][CH2:38]4)[CH2:33][CH2:32]3)=[O:30])[C:26]([CH3:42])=[CH:25][C:24]=2[C:43]2[CH:48]=[CH:47][CH:46]=[C:45]([C:49]([F:52])([F:51])[F:50])[CH:44]=2)=[CH:56][N:55]=1, predict the reactants needed to synthesize it.